The task is: Predict the product of the given reaction.. This data is from Forward reaction prediction with 1.9M reactions from USPTO patents (1976-2016). (1) Given the reactants [F:1][C:2]([F:33])([F:32])[C:3]1[CH:27]=[C:26]([C:28]([F:31])([F:30])[F:29])[CH:25]=[CH:24][C:4]=1[CH2:5][N:6]1[C:14]2[C:9](=[CH:10][C:11]([CH:15]=[C:16]3[S:20][C:19](SC)=[N:18][C:17]3=[O:23])=[CH:12][CH:13]=2)[CH:8]=[N:7]1.[N:34]1([CH2:40][CH2:41][OH:42])[CH2:39][CH2:38][NH:37][CH2:36][CH2:35]1, predict the reaction product. The product is: [F:33][C:2]([F:1])([F:32])[C:3]1[CH:27]=[C:26]([C:28]([F:29])([F:31])[F:30])[CH:25]=[CH:24][C:4]=1[CH2:5][N:6]1[C:14]2[C:9](=[CH:10][C:11]([CH:15]=[C:16]3[S:20][C:19]([N:37]4[CH2:38][CH2:39][N:34]([CH2:40][CH2:41][OH:42])[CH2:35][CH2:36]4)=[N:18][C:17]3=[O:23])=[CH:12][CH:13]=2)[CH:8]=[N:7]1. (2) Given the reactants Br[C:2]1[C:10]2[C:5](=[N:6][CH:7]=[N:8][C:9]=2[O:11][C:12]2[CH:17]=[CH:16][C:15]([O:18][C:19]3[CH:24]=[CH:23][CH:22]=[CH:21][CH:20]=3)=[CH:14][CH:13]=2)[NH:4][N:3]=1.[NH2:25][C@@H:26]1[CH2:30][CH2:29][N:28]([C:31]([O:33][C:34]([CH3:37])([CH3:36])[CH3:35])=[O:32])[CH2:27]1.CC(C)([O-])C.[Na+], predict the reaction product. The product is: [O:18]([C:15]1[CH:16]=[CH:17][C:12]([O:11][C:9]2[N:8]=[CH:7][N:6]=[C:5]3[NH:4][N:3]=[C:2]([NH:25][C@@H:26]4[CH2:30][CH2:29][N:28]([C:31]([O:33][C:34]([CH3:37])([CH3:36])[CH3:35])=[O:32])[CH2:27]4)[C:10]=23)=[CH:13][CH:14]=1)[C:19]1[CH:20]=[CH:21][CH:22]=[CH:23][CH:24]=1. (3) Given the reactants [F:1][C:2]([F:41])([F:40])[C:3]1[CH:4]=[C:5]([C@H:13]([O:15][C@H:16]2[CH2:20][N:19]([C:21]([O:23][C:24]([CH3:27])([CH3:26])[CH3:25])=[O:22])[C@H:18]([CH2:28][C:29]([O:31][CH3:32])=[O:30])[C@@H:17]2[C:33]2[CH:38]=[CH:37][C:36]([F:39])=[CH:35][CH:34]=2)[CH3:14])[CH:6]=[C:7]([C:9]([F:12])([F:11])[F:10])[CH:8]=1.[CH3:42][Si]([N-][Si](C)(C)C)(C)C.[Li+].CI, predict the reaction product. The product is: [F:12][C:9]([F:10])([F:11])[C:7]1[CH:6]=[C:5]([C@H:13]([O:15][C@H:16]2[CH2:20][N:19]([C:21]([O:23][C:24]([CH3:25])([CH3:26])[CH3:27])=[O:22])[C@@H:18]([CH:28]([CH3:42])[C:29]([O:31][CH3:32])=[O:30])[C@@H:17]2[C:33]2[CH:38]=[CH:37][C:36]([F:39])=[CH:35][CH:34]=2)[CH3:14])[CH:4]=[C:3]([C:2]([F:1])([F:40])[F:41])[CH:8]=1. (4) The product is: [NH2:1][C:4]1[CH:5]=[CH:6][C:7]2[N:8]([CH:10]=[C:11]([C:13]([O:15][CH2:16][CH3:17])=[O:14])[N:12]=2)[CH:9]=1. Given the reactants [N+:1]([C:4]1[CH:5]=[CH:6][C:7]2[N:8]([CH:10]=[C:11]([C:13]([O:15][CH2:16][CH3:17])=[O:14])[N:12]=2)[CH:9]=1)([O-])=O.[H][H], predict the reaction product. (5) Given the reactants [Cl:1][C:2]1[CH:3]=[C:4]([OH:11])[CH:5]=[C:6]([F:10])[C:7]=1[CH2:8][OH:9].[CH3:12][O:13][CH2:14][CH2:15]Br, predict the reaction product. The product is: [Cl:1][C:2]1[CH:3]=[C:4]([O:11][CH2:15][CH2:14][O:13][CH3:12])[CH:5]=[C:6]([F:10])[C:7]=1[CH2:8][OH:9].